This data is from Forward reaction prediction with 1.9M reactions from USPTO patents (1976-2016). The task is: Predict the product of the given reaction. (1) Given the reactants [Cl:1][C:2]1[CH:25]=[CH:24][C:5]([CH2:6][N:7]2[C:11]([CH3:12])=[C:10]([C:13]3[CH:18]=[CH:17][C:16]([C:19]#[N:20])=[CH:15][CH:14]=3)[C:9]([C:21]#[N:22])=[C:8]2[CH3:23])=[CH:4][C:3]=1[CH:26]=O.C(OP([CH2:36][C:37]([O:39][CH2:40][CH3:41])=[O:38])(OCC)=O)C.N12CCCN=C1CCCCC2, predict the reaction product. The product is: [Cl:1][C:2]1[CH:25]=[CH:24][C:5]([CH2:6][N:7]2[C:11]([CH3:12])=[C:10]([C:13]3[CH:18]=[CH:17][C:16]([C:19]#[N:20])=[CH:15][CH:14]=3)[C:9]([C:21]#[N:22])=[C:8]2[CH3:23])=[CH:4][C:3]=1/[CH:26]=[CH:36]/[C:37]([O:39][CH2:40][CH3:41])=[O:38]. (2) Given the reactants [CH3:1][C:2]1[CH:11]=[CH:10][C:5]2[N:6]=[C:7]([NH2:9])[S:8][C:4]=2[CH:3]=1.C(N(C(C)C)CC)(C)C.CNC1(NC)C=CN=CC1.[Cl:31][C:32]1[CH:33]=[C:34]([CH:38]=[CH:39][CH:40]=1)[C:35](Cl)=[O:36], predict the reaction product. The product is: [Cl:31][C:32]1[CH:33]=[C:34]([CH:38]=[CH:39][CH:40]=1)[C:35]([NH:9][C:7]1[S:8][C:4]2[CH:3]=[C:2]([CH3:1])[CH:11]=[CH:10][C:5]=2[N:6]=1)=[O:36]. (3) Given the reactants [N:1]([C:4]1[C:9]([I:10])=[CH:8][C:7]([Cl:11])=[CH:6][C:5]=1[Cl:12])=[N+:2]=[N-:3].[CH3:13][O:14][C:15]1[CH:20]=[CH:19][C:18]([CH2:21][C:22]#[N:23])=[CH:17][CH:16]=1.C[O-].[Na+], predict the reaction product. The product is: [Cl:12][C:5]1[CH:6]=[C:7]([Cl:11])[CH:8]=[C:9]([I:10])[C:4]=1[N:1]1[C:22]([NH2:23])=[C:21]([C:18]2[CH:19]=[CH:20][C:15]([O:14][CH3:13])=[CH:16][CH:17]=2)[N:3]=[N:2]1. (4) Given the reactants CO[C:3]1[C:8]([O:9]C)=[CH:7][C:6]2[O:11][CH2:12][O:13][C:5]=2[CH:4]=1.C1C(C=O)=CC2OCOC=2C=1.C(O)=O.OO, predict the reaction product. The product is: [CH2:12]1[O:13][C:5]2[CH:4]=[CH:3][C:8]([OH:9])=[CH:7][C:6]=2[O:11]1. (5) Given the reactants C(=O)([O-])[O-].[Ca+2].[C:6](Cl)(Cl)=[S:7].ClCCl.O.[NH2:14][C:15]1[CH:20]=[CH:19][C:18]([S:21]([NH:24][CH3:25])(=[O:23])=[O:22])=[CH:17][CH:16]=1.Cl, predict the reaction product. The product is: [N:14]([C:15]1[CH:20]=[CH:19][C:18]([S:21]([NH:24][CH3:25])(=[O:23])=[O:22])=[CH:17][CH:16]=1)=[C:6]=[S:7]. (6) Given the reactants Cl[C:2]1[CH:3]=[C:4]([NH:11][C:12]2[CH:17]=[CH:16][CH:15]=[C:14]([N:18]3[CH2:22][CH2:21][CH2:20][CH:19]3[CH3:23])[N:13]=2)[C:5]2[N:6]([CH:8]=[CH:9][N:10]=2)[N:7]=1.[C:24]([C:26]1[CH:27]=[C:28](B(O)O)[CH:29]=[CH:30][CH:31]=1)#[N:25].C([O-])([O-])=O.[Na+].[Na+].CC(C1C=C(C(C)C)C(C2C=CC=CC=2P(C2CCCCC2)C2CCCCC2)=C(C(C)C)C=1)C, predict the reaction product. The product is: [CH3:23][CH:19]1[CH2:20][CH2:21][CH2:22][N:18]1[C:14]1[N:13]=[C:12]([NH:11][C:4]2[C:5]3[N:6]([CH:8]=[CH:9][N:10]=3)[N:7]=[C:2]([C:30]3[CH:31]=[C:26]([CH:27]=[CH:28][CH:29]=3)[C:24]#[N:25])[CH:3]=2)[CH:17]=[CH:16][CH:15]=1. (7) Given the reactants [CH3:1][C:2]([CH3:19])([CH2:5][C:6]#[C:7][C:8]1[CH:13]=[CH:12][C:11]([O:14][C:15]([F:18])([F:17])[F:16])=[CH:10][CH:9]=1)[CH2:3][OH:4].C(C1C=CC=C(C(C)(C)C)N=1)(C)(C)C.FC(F)(F)S(OS(C(F)(F)F)(=O)=O)(=O)=O.[CH2:49]([O:51][C:52](=[O:65])[C:53]([O:56][C:57]1[CH:62]=[CH:61][C:60](O)=[CH:59][C:58]=1[CH3:64])([CH3:55])[CH3:54])[CH3:50].C([O-])([O-])=O.[Cs+].[Cs+], predict the reaction product. The product is: [CH2:49]([O:51][C:52](=[O:65])[C:53]([O:56][C:57]1[CH:62]=[CH:61][C:60]([O:4][CH2:3][C:2]([CH3:19])([CH3:1])[CH2:5][C:6]#[C:7][C:8]2[CH:13]=[CH:12][C:11]([O:14][C:15]([F:16])([F:17])[F:18])=[CH:10][CH:9]=2)=[CH:59][C:58]=1[CH3:64])([CH3:54])[CH3:55])[CH3:50]. (8) Given the reactants [NH2:1][CH:2]1[CH2:7][N:6]([CH2:8][C:9]2[CH:14]=[CH:13][C:12]([O:15][CH3:16])=[CH:11][CH:10]=2)[C:5](=[O:17])[CH2:4][CH2:3]1.[Cl:18][C:19]1[CH:24]=[CH:23][C:22](F)=[C:21]([N+:26]([O-:28])=[O:27])[CH:20]=1.C(=O)([O-])[O-].[K+].[K+], predict the reaction product. The product is: [Cl:18][C:19]1[CH:24]=[CH:23][C:22]([NH:1][CH:2]2[CH2:7][N:6]([CH2:8][C:9]3[CH:14]=[CH:13][C:12]([O:15][CH3:16])=[CH:11][CH:10]=3)[C:5](=[O:17])[CH2:4][CH2:3]2)=[C:21]([N+:26]([O-:28])=[O:27])[CH:20]=1. (9) The product is: [NH2:1][C:2]1[C:11]2[N:12]=[C:13]([CH2:20][OH:21])[N:14]([CH2:15][C:16]([CH3:19])([OH:18])[CH3:17])[C:10]=2[C:9]2[N:8]=[CH:7][C:6]([C:24]3[CH:25]=[N:26][CH:27]=[C:28]([CH2:30][OH:31])[CH:29]=3)=[CH:5][C:4]=2[N:3]=1. Given the reactants [NH2:1][C:2]1[C:11]2[N:12]=[C:13]([CH2:20][O:21]CC)[N:14]([CH2:15][C:16]([CH3:19])([OH:18])[CH3:17])[C:10]=2[C:9]2[N:8]=[CH:7][C:6]([C:24]3[CH:25]=[N:26][CH:27]=[C:28]([CH2:30][OH:31])[CH:29]=3)=[CH:5][C:4]=2[N:3]=1.B(Br)(Br)Br.CO, predict the reaction product.